This data is from Reaction yield outcomes from USPTO patents with 853,638 reactions. The task is: Predict the reaction yield, written as a fraction of the theoretical maximum amount of product (1.0 means a 100% yield; for example, 0.34 means a 34% yield). (1) The reactants are [NH2:1][C:2]1[S:14][C:5]2[CH2:6][N:7]([C:9]([O:11][CH2:12][CH3:13])=[O:10])[CH2:8][C:4]=2[C:3]=1[C:15]([O:17]CC)=O.C([O-])=O.[NH4+].[CH:24]([NH2:26])=O. The catalyst is O. The product is [O:17]=[C:15]1[NH:26][CH:24]=[N:1][C:2]2[S:14][C:5]3[CH2:6][N:7]([C:9]([O:11][CH2:12][CH3:13])=[O:10])[CH2:8][C:4]=3[C:3]1=2. The yield is 0.520. (2) The reactants are N([O-])=O.[Na+].N[C:6]1[CH:14]=[C:13]2[C:9]([CH2:10][O:11][C:12]2=[O:15])=[CH:8][CH:7]=1.[BrH:16]. The catalyst is O. The product is [Br:16][C:6]1[CH:14]=[C:13]2[C:9]([CH2:10][O:11][C:12]2=[O:15])=[CH:8][CH:7]=1. The yield is 0.840.